This data is from Reaction yield outcomes from USPTO patents with 853,638 reactions. The task is: Predict the reaction yield, written as a fraction of the theoretical maximum amount of product (1.0 means a 100% yield; for example, 0.34 means a 34% yield). (1) The catalyst is C1(C)C=CC=CC=1. The product is [C:1]([C:5]1[CH:9]=[C:8]([NH:10][C:11]([NH:13][C:14]2[CH:15]=[CH:16][C:17]([Cl:20])=[CH:18][CH:19]=2)=[O:12])[N:7]([C:21]2[CH:31]=[CH:30][CH:29]=[C:23]([C:39]([OH:38])([CH3:35])[CH3:32])[CH:22]=2)[N:6]=1)([CH3:4])([CH3:3])[CH3:2]. The reactants are [C:1]([C:5]1[CH:9]=[C:8]([NH:10][C:11]([NH:13][C:14]2[CH:19]=[CH:18][C:17]([Cl:20])=[CH:16][CH:15]=2)=[O:12])[N:7]([C:21]2[CH:22]=[C:23]([CH:29]=[CH:30][CH:31]=2)C(OCC)=O)[N:6]=1)([CH3:4])([CH3:3])[CH3:2].[CH3:32][Mg]Br.[CH2:35]1[CH2:39][O:38]CC1. The yield is 0.810. (2) The reactants are C(NCC)C.[C:6]([O:10][C:11](=[O:39])[NH:12][CH:13]1[CH2:18][O:17][CH:16]([CH2:19][CH2:20][NH:21]C(OCC2C3C=CC=CC=3C3C2=CC=CC=3)=O)[O:15][CH2:14]1)([CH3:9])([CH3:8])[CH3:7]. The catalyst is C(#N)C. The product is [NH2:21][CH2:20][CH2:19][CH:16]1[O:17][CH2:18][CH:13]([NH:12][C:11](=[O:39])[O:10][C:6]([CH3:8])([CH3:7])[CH3:9])[CH2:14][O:15]1. The yield is 0.842.